Dataset: Catalyst prediction with 721,799 reactions and 888 catalyst types from USPTO. Task: Predict which catalyst facilitates the given reaction. (1) Reactant: Cl.[F:2][C:3]1[CH:8]=[C:7]([S:9]([CH3:12])(=[O:11])=[O:10])[CH:6]=[C:5]([F:13])[C:4]=1[NH:14][C@H:15]1[CH2:20][CH2:19][CH2:18][N:17]([CH:21]2[CH2:26][CH2:25][NH:24][CH2:23][CH2:22]2)[C:16]1=[O:27].[C:28]([C:32]1[N:36]=[C:35](Cl)[S:34][N:33]=1)([CH3:31])([CH3:30])[CH3:29].C(N(CC)CC)C. Product: [C:28]([C:32]1[N:36]=[C:35]([N:24]2[CH2:23][CH2:22][CH:21]([N:17]3[CH2:18][CH2:19][CH2:20][C@H:15]([NH:14][C:4]4[C:3]([F:2])=[CH:8][C:7]([S:9]([CH3:12])(=[O:11])=[O:10])=[CH:6][C:5]=4[F:13])[C:16]3=[O:27])[CH2:26][CH2:25]2)[S:34][N:33]=1)([CH3:31])([CH3:30])[CH3:29]. The catalyst class is: 8. (2) Reactant: [C:1]([O:4][CH2:5][CH:6]=[CH2:7])(=[O:3])[CH3:2].CC([CH2:11][C:12]([OH:14])=[O:13])=O. Product: [C:1]([O:4][CH2:5][CH:6]([O:14][C:12](=[O:13])[CH3:11])[CH3:7])(=[O:3])[CH3:2]. The catalyst class is: 15.